Dataset: Full USPTO retrosynthesis dataset with 1.9M reactions from patents (1976-2016). Task: Predict the reactants needed to synthesize the given product. (1) Given the product [C:18]([O:12][CH2:11][CH:8]([C:6]1[CH:7]=[C:2]([Cl:1])[CH:3]=[CH:4][C:5]=1[O:13][CH:14]([F:15])[F:16])[C:9]#[N:10])(=[O:17])[CH3:19], predict the reactants needed to synthesize it. The reactants are: [Cl:1][C:2]1[CH:3]=[CH:4][C:5]([O:13][CH:14]([F:16])[F:15])=[C:6]([CH:8]([CH2:11][OH:12])[C:9]#[N:10])[CH:7]=1.[OH:17][CH2:18][CH2:19]C#N. (2) Given the product [Cl:1][C:2]1[CH:3]=[C:4]2[C:9](=[CH:10][CH:11]=1)[CH:8]=[C:7]([S:12]([CH2:15][CH2:16][CH2:17][CH2:18][CH2:19][N:21]1[CH2:22][CH2:23][N:24]([C:27]3[CH:32]=[CH:31][N:30]=[CH:29][CH:28]=3)[CH2:25][CH2:26]1)(=[O:14])=[O:13])[CH:6]=[CH:5]2, predict the reactants needed to synthesize it. The reactants are: [Cl:1][C:2]1[CH:3]=[C:4]2[C:9](=[CH:10][CH:11]=1)[CH:8]=[C:7]([S:12]([CH2:15][CH2:16][CH2:17][CH2:18][C:19]([N:21]1[CH2:26][CH2:25][N:24]([C:27]3[CH:32]=[CH:31][N:30]=[CH:29][CH:28]=3)[CH2:23][CH2:22]1)=O)(=[O:14])=[O:13])[CH:6]=[CH:5]2.Cl.O.C(=O)(O)[O-].[Na+]. (3) Given the product [NH2:39][C:35]1[N:34]=[CH:33][N:32]=[C:31]2[C:36]=1[N:37]=[CH:38][N:30]2[C@@H:28]([C@@H:27]([OH:26])[CH2:40][CH2:41][CH3:42])[CH3:29], predict the reactants needed to synthesize it. The reactants are: [F-].C([N+](CCCC)(CCCC)CCCC)CCC.[Si]([O:26][C@@H:27]([CH2:40][CH2:41][CH3:42])[C@H:28]([N:30]1[CH:38]=[N:37][C:36]2[C:31]1=[N:32][CH:33]=[N:34][C:35]=2[NH2:39])[CH3:29])(C(C)(C)C)(C)C.C(OCC)(=O)C.CC(C)=O. (4) Given the product [C:13]1([C:9]2[N:8]3[CH:4]=[N:5][CH:6]=[C:7]3[CH:12]=[CH:11][CH:10]=2)[C:22]2[C:17](=[CH:18][CH:19]=[CH:20][CH:21]=2)[CH:16]=[CH:15][CH:14]=1, predict the reactants needed to synthesize it. The reactants are: C(S[C:4]1[N:8]2[C:9]([C:13]3[C:22]4[C:17](=[CH:18][CH:19]=[CH:20][CH:21]=4)[CH:16]=[CH:15][CH:14]=3)=[CH:10][CH:11]=[CH:12][C:7]2=[CH:6][N:5]=1)C. (5) Given the product [CH2:15]([NH:14][CH:7]1[CH2:8][C:9]2[C:5](=[CH:4][C:3]([CH2:1][CH3:2])=[C:11]([CH2:12][CH3:13])[CH:10]=2)[CH2:6]1)[C:16]1[CH:17]=[CH:18][CH:19]=[CH:20][CH:21]=1, predict the reactants needed to synthesize it. The reactants are: [CH2:1]([C:3]1[CH:4]=[C:5]2[C:9](=[CH:10][C:11]=1[CH2:12][CH3:13])[CH2:8][CH:7]([NH:14][C:15](=O)[C:16]1[CH:21]=[CH:20][CH:19]=[CH:18][CH:17]=1)[CH2:6]2)[CH3:2].[H-].[Al+3].[Li+].[H-].[H-].[H-].